The task is: Predict the product of the given reaction.. This data is from Forward reaction prediction with 1.9M reactions from USPTO patents (1976-2016). (1) The product is: [CH3:23][C:24]1([CH3:38])[CH2:32][C:31]2[N:30]([C:2]3[CH:9]=[CH:8][C:5]([C:6]#[N:7])=[C:4]([NH:10][C@@H:11]4[CH2:15][CH2:14][CH2:13][C@H:12]4[OH:16])[CH:3]=3)[CH:29]=[C:28]([C:33]([F:36])([F:34])[F:35])[C:27]=2[C:26](=[O:37])[CH2:25]1. Given the reactants Br[C:2]1[CH:9]=[CH:8][C:5]([C:6]#[N:7])=[C:4]([NH:10][C@H:11]2[CH2:15][CH2:14][CH2:13][C@@H:12]2[OH:16])[CH:3]=1.C([O-])([O-])=O.[K+].[K+].[CH3:23][C:24]1([CH3:38])[CH2:32][C:31]2[NH:30][CH:29]=[C:28]([C:33]([F:36])([F:35])[F:34])[C:27]=2[C:26](=[O:37])[CH2:25]1.CNCCNC, predict the reaction product. (2) Given the reactants [Br:1][C:2]1[C:3](Cl)=[C:4]([N+:9]([O-:11])=[O:10])[C:5]([NH2:8])=[N:6][CH:7]=1.[CH2:13]([N:17]1[CH2:22][CH2:21][NH:20][CH2:19][CH2:18]1)[CH:14]([CH3:16])[CH3:15].C(N(C(C)C)CC)(C)C, predict the reaction product. The product is: [Br:1][C:2]1[C:3]([N:20]2[CH2:21][CH2:22][N:17]([CH2:13][CH:14]([CH3:16])[CH3:15])[CH2:18][CH2:19]2)=[C:4]([N+:9]([O-:11])=[O:10])[C:5]([NH2:8])=[N:6][CH:7]=1. (3) Given the reactants [C:1]([O:5][C:6]([C:9]([C:12]([C:15]([S:18]([F:21])(=[O:20])=[O:19])(F)F)(F)F)(F)F)(F)F)(F)(F)F.C(CO)(F)(F)F.C(OC(C(C(C(S(OCC(F)(F)F)(=O)=O)(F)F)(F)F)(F)F)(F)F)(F)(F)F, predict the reaction product. The product is: [CH3:1][O:5][CH2:6][CH2:9][CH2:12][CH2:15][S:18]([F:21])(=[O:20])=[O:19]. (4) Given the reactants FC(F)(F)S(O[C:7]1[N:8]=[C:9]([C:12]2[CH:17]=[CH:16][CH:15]=[C:14]([O:18][CH3:19])[CH:13]=2)[O:10][CH:11]=1)(=O)=O.C[Sn](C)(C)[C:24]1[CH:29]=[CH:28][C:27]([NH:30][C:31](=[O:37])[O:32][C:33]([CH3:36])([CH3:35])[CH3:34])=[CH:26][CH:25]=1.[Li+].[Cl-], predict the reaction product. The product is: [CH3:19][O:18][C:14]1[CH:13]=[C:12]([C:9]2[O:10][CH:11]=[C:7]([C:24]3[CH:25]=[CH:26][C:27]([NH:30][C:31](=[O:37])[O:32][C:33]([CH3:35])([CH3:34])[CH3:36])=[CH:28][CH:29]=3)[N:8]=2)[CH:17]=[CH:16][CH:15]=1. (5) Given the reactants [Mg].Br[C:3]1[C:8]([CH3:9])=[CH:7][CH:6]=[CH:5][C:4]=1[CH3:10].[CH2:11]([Si:14](OC)([O:17][CH3:18])[O:15][CH3:16])[CH2:12][CH3:13].Cl, predict the reaction product. The product is: [CH3:10][C:4]1[CH:5]=[CH:6][CH:7]=[C:8]([CH3:9])[C:3]=1[Si:14]([CH2:11][CH2:12][CH3:13])([O:17][CH3:18])[O:15][CH3:16]. (6) Given the reactants [CH3:1][O:2][C:3]1[CH:8]=[CH:7][N:6]=[C:5]([C:9]([OH:11])=[O:10])[C:4]=1[N+:12]([O-])=O.C(=O)([O-])O.[Na+].[H][H], predict the reaction product. The product is: [NH2:12][C:4]1[C:5]([C:9]([OH:11])=[O:10])=[N:6][CH:7]=[CH:8][C:3]=1[O:2][CH3:1].